From a dataset of Reaction yield outcomes from USPTO patents with 853,638 reactions. Predict the reaction yield, written as a fraction of the theoretical maximum amount of product (1.0 means a 100% yield; for example, 0.34 means a 34% yield). The reactants are [Cl:1][C:2]1[C:3]([F:15])=[C:4]([C:8]2([O:13][CH3:14])[CH2:12][CH2:11][NH:10][CH2:9]2)[CH:5]=[CH:6][CH:7]=1.[CH2:16](N(CC)CC)[CH3:17].ICC.O. The yield is 0.380. The product is [Cl:1][C:2]1[C:3]([F:15])=[C:4]([C:8]2([O:13][CH3:14])[CH2:12][CH2:11][N:10]([CH2:16][CH3:17])[CH2:9]2)[CH:5]=[CH:6][CH:7]=1. The catalyst is O1CCCC1.